Dataset: HIV replication inhibition screening data with 41,000+ compounds from the AIDS Antiviral Screen. Task: Binary Classification. Given a drug SMILES string, predict its activity (active/inactive) in a high-throughput screening assay against a specified biological target. (1) The compound is O=C1CC(c2ccccc2)NN1c1ccccc1. The result is 0 (inactive). (2) The molecule is S=C(NCCc1ccccn1)c1nc[nH]c1C(=S)NCCc1ccccn1. The result is 0 (inactive).